From a dataset of Full USPTO retrosynthesis dataset with 1.9M reactions from patents (1976-2016). Predict the reactants needed to synthesize the given product. (1) The reactants are: CS(O[CH2:6][CH2:7][S:8]([C:11]1[CH:16]=[CH:15][CH:14]=[C:13]([N+:17]([O-:19])=[O:18])[CH:12]=1)(=[O:10])=[O:9])(=O)=O.[CH2:20]([CH:27]1[CH2:32][CH2:31][NH:30][CH2:29][CH2:28]1)[C:21]1[CH:26]=[CH:25][CH:24]=[CH:23][CH:22]=1.C(=O)([O-])[O-].[K+].[K+]. Given the product [CH2:20]([CH:27]1[CH2:32][CH2:31][N:30]([CH2:6][CH2:7][S:8]([C:11]2[CH:16]=[CH:15][CH:14]=[C:13]([N+:17]([O-:19])=[O:18])[CH:12]=2)(=[O:10])=[O:9])[CH2:29][CH2:28]1)[C:21]1[CH:26]=[CH:25][CH:24]=[CH:23][CH:22]=1, predict the reactants needed to synthesize it. (2) Given the product [CH2:13]1[C:14]2[CH:22]=[CH:21][CH:20]=[CH:19][C:15]=2[CH2:16][CH2:17][CH2:18][N:12]1[C:4]1[CH:3]=[C:2]([SH:24])[C:11]2[C:6](=[CH:7][CH:8]=[CH:9][CH:10]=2)[N:5]=1, predict the reactants needed to synthesize it. The reactants are: Cl[C:2]1[C:11]2[C:6](=[CH:7][CH:8]=[CH:9][CH:10]=2)[N:5]=[C:4]([N:12]2[CH2:18][CH2:17][CH2:16][C:15]3[CH:19]=[CH:20][CH:21]=[CH:22][C:14]=3[CH2:13]2)[CH:3]=1.C[S-:24].[Na+].Cl.